Dataset: Catalyst prediction with 721,799 reactions and 888 catalyst types from USPTO. Task: Predict which catalyst facilitates the given reaction. (1) Reactant: [CH:1]1([CH2:6][C@H:7]([CH2:27][N:28]([CH:37]=[O:38])[O:29]CC2C=CC=CC=2)[C:8]([N:10]2[C@H:14]([C:15]([NH:17][C:18]3[C:23]([O:24][CH3:25])=[N:22][CH:21]=[CH:20][N:19]=3)=[O:16])[CH2:13][CH2:12][N:11]2[CH3:26])=[O:9])[CH2:5][CH2:4][CH2:3][CH2:2]1. Product: [CH:1]1([CH2:6][C@H:7]([CH2:27][N:28]([CH:37]=[O:38])[OH:29])[C:8]([N:10]2[C@H:14]([C:15]([NH:17][C:18]3[C:23]([O:24][CH3:25])=[N:22][CH:21]=[CH:20][N:19]=3)=[O:16])[CH2:13][CH2:12][N:11]2[CH3:26])=[O:9])[CH2:2][CH2:3][CH2:4][CH2:5]1. The catalyst class is: 105. (2) Reactant: [CH2:1]([S:3](Cl)(=[O:5])=[O:4])[CH3:2].[NH2:7][CH:8]1[C:14]2[CH:15]=[C:16]([Cl:20])[CH:17]=[C:18]([CH3:19])[C:13]=2[O:12][CH2:11][CH2:10][CH2:9]1.C(N(CC)CC)C. Product: [Cl:20][C:16]1[CH:17]=[C:18]([CH3:19])[C:13]2[O:12][CH2:11][CH2:10][CH2:9][CH:8]([NH:7][S:3]([CH2:1][CH3:2])(=[O:5])=[O:4])[C:14]=2[CH:15]=1. The catalyst class is: 1. (3) Reactant: [CH3:1][O:2][C:3]1[CH:10]=[CH:9][CH:8]=[CH:7][C:4]=1[CH2:5][NH2:6].C(N(CC)CC)C.[C:18](Cl)(=[O:25])[C:19]1[CH:24]=[CH:23][CH:22]=[CH:21][CH:20]=1. Product: [C:18]([NH:6][CH2:5][C:4]1[CH:7]=[CH:8][CH:9]=[CH:10][C:3]=1[O:2][CH3:1])(=[O:25])[C:19]1[CH:24]=[CH:23][CH:22]=[CH:21][CH:20]=1. The catalyst class is: 7. (4) Reactant: [CH2:1]([O:8][C:9]1[CH:19]=[CH:18][C:12]([O:13][CH2:14][C@@H:15]2[CH2:17][O:16]2)=[CH:11][C:10]=1[N+:20]([O-:22])=[O:21])[C:2]1[CH:7]=[CH:6][CH:5]=[CH:4][CH:3]=1.[NH2:23][C@@H:24]([CH2:27][C:28]1[CH:33]=[CH:32][C:31]([O:34][C:35]2[C:40]([CH3:41])=[CH:39][CH:38]=[CH:37][N:36]=2)=[CH:30][CH:29]=1)[CH2:25][OH:26]. Product: [CH2:1]([O:8][C:9]1[CH:19]=[CH:18][C:12]([O:13][CH2:14][C@@H:15]([OH:16])[CH2:17][NH:23][C@@H:24]([CH2:27][C:28]2[CH:29]=[CH:30][C:31]([O:34][C:35]3[C:40]([CH3:41])=[CH:39][CH:38]=[CH:37][N:36]=3)=[CH:32][CH:33]=2)[CH2:25][OH:26])=[CH:11][C:10]=1[N+:20]([O-:22])=[O:21])[C:2]1[CH:7]=[CH:6][CH:5]=[CH:4][CH:3]=1. The catalyst class is: 5. (5) Reactant: [CH3:1][C:2]1[CH:7]=[CH:6][C:5]([N:8]2[CH2:13][CH2:12][O:11][CH2:10][CH2:9]2)=[C:4]([CH2:14][N:15]2[CH2:20][CH2:19][NH:18][CH2:17][CH2:16]2)[CH:3]=1.[C:21](=O)([O:30]N1C(=O)CCC1=O)[O:22][N:23]1[C:27](=[O:28])[CH2:26][CH2:25][C:24]1=[O:29].C(N(CC)CC)C. Product: [CH3:1][C:2]1[CH:7]=[CH:6][C:5]([N:8]2[CH2:9][CH2:10][O:11][CH2:12][CH2:13]2)=[C:4]([CH2:14][N:15]2[CH2:20][CH2:19][N:18]([C:21]([O:22][N:23]3[C:27](=[O:28])[CH2:26][CH2:25][C:24]3=[O:29])=[O:30])[CH2:17][CH2:16]2)[CH:3]=1. The catalyst class is: 10. (6) Reactant: [S:1]1[C:5]2[CH:6]=[CH:7][CH:8]=[CH:9][C:4]=2[N:3]=[C:2]1[NH:10][C:11](=[O:19])[NH:12][CH2:13][C:14]([O:16]CC)=[O:15].[OH-].[K+].Cl. Product: [S:1]1[C:5]2[CH:6]=[CH:7][CH:8]=[CH:9][C:4]=2[N:3]=[C:2]1[NH:10][C:11](=[O:19])[NH:12][CH2:13][C:14]([OH:16])=[O:15]. The catalyst class is: 6.